From a dataset of Catalyst prediction with 721,799 reactions and 888 catalyst types from USPTO. Predict which catalyst facilitates the given reaction. (1) Reactant: [CH:1]([N:4]1[C:8]([C:9]([O:11]CC)=[O:10])=[CH:7][C:6]([C:14]2[S:15][CH:16]=[CH:17][CH:18]=2)=[N:5]1)([CH3:3])[CH3:2].[Li+].[OH-]. Product: [CH:1]([N:4]1[C:8]([C:9]([OH:11])=[O:10])=[CH:7][C:6]([C:14]2[S:15][CH:16]=[CH:17][CH:18]=2)=[N:5]1)([CH3:3])[CH3:2]. The catalyst class is: 1. (2) Reactant: [CH:1]1([N:6]2[CH2:12][CH2:11][C:10](=[O:13])[N:9]([CH3:14])[C:8]3[CH:15]=[N:16][C:17]([NH:19][C:20]4[CH:34]=[CH:33][C:23]([C:24]([NH:26][CH:27]5[CH2:32][CH2:31][NH:30][CH2:29][CH2:28]5)=[O:25])=[CH:22][C:21]=4[O:35][CH3:36])=[N:18][C:7]2=3)[CH2:5][CH2:4][CH2:3][CH2:2]1.C(O[BH-](OC(=O)C)OC(=O)C)(=O)C.[Na+].[O:51]1[CH2:56][CH2:55][C:54](=O)[CH2:53][CH2:52]1.C(O)(=O)C. Product: [CH:1]1([N:6]2[CH2:12][CH2:11][C:10](=[O:13])[N:9]([CH3:14])[C:8]3[CH:15]=[N:16][C:17]([NH:19][C:20]4[CH:34]=[CH:33][C:23]([C:24]([NH:26][CH:27]5[CH2:32][CH2:31][N:30]([CH:54]6[CH2:55][CH2:56][O:51][CH2:52][CH2:53]6)[CH2:29][CH2:28]5)=[O:25])=[CH:22][C:21]=4[O:35][CH3:36])=[N:18][C:7]2=3)[CH2:2][CH2:3][CH2:4][CH2:5]1. The catalyst class is: 2. (3) Reactant: [NH2:1][C:2]1[N:7]=[C:6](Cl)[C:5]([CH2:9][C:10]([O:12][CH2:13][CH3:14])=[O:11])=[C:4]([Cl:15])[N:3]=1.[Cl:16][C:17]1[C:18]([CH2:24][NH2:25])=[N:19][N:20]([CH2:22][CH3:23])[CH:21]=1. Product: [NH2:1][C:2]1[N:3]=[C:4]([Cl:15])[C:5]([CH2:9][C:10]([O:12][CH2:13][CH3:14])=[O:11])=[C:6]([NH:25][CH2:24][C:18]2[C:17]([Cl:16])=[CH:21][N:20]([CH2:22][CH3:23])[N:19]=2)[N:7]=1. The catalyst class is: 14.